From a dataset of Full USPTO retrosynthesis dataset with 1.9M reactions from patents (1976-2016). Predict the reactants needed to synthesize the given product. (1) Given the product [N+:8]([C:3]1[CH:4]=[CH:5][CH:6]=[CH:7][C:2]=1[N:11]1[CH2:17][CH2:16][CH2:15][CH2:14][CH2:13][CH:12]1[C:18]([O:20][CH2:21][CH3:22])=[O:19])([O-:10])=[O:9], predict the reactants needed to synthesize it. The reactants are: F[C:2]1[CH:7]=[CH:6][CH:5]=[CH:4][C:3]=1[N+:8]([O-:10])=[O:9].[NH:11]1[CH2:17][CH2:16][CH2:15][CH2:14][CH2:13][CH:12]1[C:18]([O:20][CH2:21][CH3:22])=[O:19].C(N(CC)CC)C. (2) Given the product [CH3:1][O:2][C:3]([C:5]1[N:37]([CH2:36][CH:31]2[CH2:32][CH2:33][CH2:34][CH2:35][N:30]2[C:28]([O:27][C:23]([CH3:26])([CH3:25])[CH3:24])=[O:29])[C:7](=[O:6])[C:9]2[C:14]([C:15]=1[C:16]1[CH:21]=[CH:20][CH:19]=[CH:18][CH:17]=1)=[CH:13][C:12]([Br:22])=[CH:11][CH:10]=2)=[O:4], predict the reactants needed to synthesize it. The reactants are: [CH3:1][O:2][C:3]([C:5]1[O:6][C:7]([C:9]2[C:14]([C:15]=1[C:16]1[CH:21]=[CH:20][CH:19]=[CH:18][CH:17]=1)=[CH:13][C:12]([Br:22])=[CH:11][CH:10]=2)=O)=[O:4].[C:23]([O:27][C:28]([N:30]1[CH2:35][CH2:34][CH2:33][CH2:32][CH:31]1[CH2:36][NH2:37])=[O:29])([CH3:26])([CH3:25])[CH3:24]. (3) Given the product [OH:3][CH2:4][CH2:5][CH:6]([C:13]1[CH:21]=[CH:20][CH:19]=[C:18]2[C:14]=1[C:15]([C:22]#[N:23])=[CH:16][NH:17]2)[C:7]1[CH:8]=[CH:9][CH:10]=[CH:11][CH:12]=1, predict the reactants needed to synthesize it. The reactants are: C([O:3][C:4](=O)[CH2:5][CH:6]([C:13]1[CH:21]=[CH:20][CH:19]=[C:18]2[C:14]=1[C:15]([C:22]#[N:23])=[CH:16][NH:17]2)[C:7]1[CH:12]=[CH:11][CH:10]=[CH:9][CH:8]=1)C.COCCO[AlH2-]OCCOC.[Na+].